Dataset: Full USPTO retrosynthesis dataset with 1.9M reactions from patents (1976-2016). Task: Predict the reactants needed to synthesize the given product. (1) Given the product [C:2]([C:7]1[O:11][C:10]([CH2:12][N:13]2[CH:17]=[CH:16][C:15]([NH:18][C:33]([C:29]3[N:30]=[CH:31][O:32][C:28]=3[C:25]3[CH:24]=[CH:23][C:22]([O:21][C:20]([F:36])([F:19])[F:37])=[CH:27][CH:26]=3)=[O:34])=[N:14]2)=[CH:9][CH:8]=1)(=[O:6])[CH3:1], predict the reactants needed to synthesize it. The reactants are: [CH3:1][C:2]1([C:7]2[O:11][C:10]([CH2:12][N:13]3[CH:17]=[CH:16][C:15]([NH2:18])=[N:14]3)=[CH:9][CH:8]=2)[O:6]CCO1.[F:19][C:20]([F:37])([F:36])[O:21][C:22]1[CH:27]=[CH:26][C:25]([C:28]2[O:32][CH:31]=[N:30][C:29]=2[C:33](O)=[O:34])=[CH:24][CH:23]=1. (2) Given the product [CH2:1]([N:3]1[C:7]2=[N:8][C:9]([CH2:48][CH3:49])=[C:10]([CH2:19][NH:20][C:21]([C:23]3[CH:28]=[CH:27][CH:26]=[C:25]([C:29]([NH:31][CH2:32][C:33]4[CH:34]=[C:35]([C:40]5[CH:45]=[CH:44][CH:43]=[C:42]([CH2:46][N:50]6[CH2:55][CH2:54][NH:53][CH2:52][CH2:51]6)[CH:41]=5)[C:36]([CH3:39])=[CH:37][CH:38]=4)=[O:30])[CH:24]=3)=[O:22])[C:11]([NH:12][CH:13]3[CH2:14][CH2:15][O:16][CH2:17][CH2:18]3)=[C:6]2[CH:5]=[N:4]1)[CH3:2], predict the reactants needed to synthesize it. The reactants are: [CH2:1]([N:3]1[C:7]2=[N:8][C:9]([CH2:48][CH3:49])=[C:10]([CH2:19][NH:20][C:21]([C:23]3[CH:28]=[CH:27][CH:26]=[C:25]([C:29]([NH:31][CH2:32][C:33]4[CH:34]=[C:35]([C:40]5[CH:45]=[CH:44][CH:43]=[C:42]([CH:46]=O)[CH:41]=5)[C:36]([CH3:39])=[CH:37][CH:38]=4)=[O:30])[CH:24]=3)=[O:22])[C:11]([NH:12][CH:13]3[CH2:18][CH2:17][O:16][CH2:15][CH2:14]3)=[C:6]2[CH:5]=[N:4]1)[CH3:2].[NH:50]1[CH2:55][CH2:54][NH:53][CH2:52][CH2:51]1.C(O[BH-](OC(=O)C)OC(=O)C)(=O)C.[Na+].C(O)(C(F)(F)F)=O.